Dataset: Peptide-MHC class I binding affinity with 185,985 pairs from IEDB/IMGT. Task: Regression. Given a peptide amino acid sequence and an MHC pseudo amino acid sequence, predict their binding affinity value. This is MHC class I binding data. The peptide sequence is LSPFPFDL. The MHC is H-2-Lq with pseudo-sequence YESYYRIIAGQWFVNTLYIRYEYYTWAAYAYEWY. The binding affinity (normalized) is 0.